This data is from Catalyst prediction with 721,799 reactions and 888 catalyst types from USPTO. The task is: Predict which catalyst facilitates the given reaction. (1) Reactant: C(O)(=O)C.[C:5]1([C:11]2([CH2:21][C:22]([NH2:24])=[NH:23])[CH2:20][CH2:19][C:14]3([O:18][CH2:17][CH2:16][O:15]3)[CH2:13][CH2:12]2)[CH:10]=[CH:9][CH:8]=[CH:7][CH:6]=1.[C:25]([O:29][C:30](=[O:45])/[C:31](/O)=[C:32](\[O:36][CH2:37][C:38]1[CH:43]=[CH:42][CH:41]=[CH:40][CH:39]=1)/[C:33](O)=[O:34])([CH3:28])([CH3:27])[CH3:26].C[O-].[Na+].CCCCCC. Product: [C:25]([O:29][C:30]([C:31]1[C:32]([O:36][CH2:37][C:38]2[CH:43]=[CH:42][CH:41]=[CH:40][CH:39]=2)=[C:33]([OH:34])[N:24]=[C:22]([CH2:21][C:11]2([C:5]3[CH:10]=[CH:9][CH:8]=[CH:7][CH:6]=3)[CH2:12][CH2:13][C:14]3([O:18][CH2:17][CH2:16][O:15]3)[CH2:19][CH2:20]2)[N:23]=1)=[O:45])([CH3:28])([CH3:26])[CH3:27]. The catalyst class is: 125. (2) Reactant: [CH2:1]([C:4]1[CH:13]=[CH:12][CH:11]=[C:10]([NH2:14])[C:5]=1[C:6]([O:8]C)=[O:7])[CH:2]=[CH2:3].[OH-].[K+]. Product: [CH2:1]([C:4]1[CH:13]=[CH:12][CH:11]=[C:10]([NH2:14])[C:5]=1[C:6]([OH:8])=[O:7])[CH:2]=[CH2:3]. The catalyst class is: 8. (3) The catalyst class is: 6. Product: [OH2:3].[ClH:6].[NH2:8][CH2:9][CH2:10][S:11]([C:14]1[CH:23]=[C:22]([C:24]2[CH:29]=[CH:28][C:27]([OH:30])=[CH:26][CH:25]=2)[CH:21]=[C:20]2[C:15]=1[CH:16]=[CH:17][N:18]=[CH:19]2)(=[O:12])=[O:13].[NH2:8][CH2:9][CH2:10][S:11]([C:14]1[CH:23]=[C:22]([C:24]2[CH:29]=[CH:28][C:27]([OH:30])=[CH:26][CH:25]=2)[CH:21]=[C:20]2[C:15]=1[CH:16]=[CH:17][N:18]=[CH:19]2)(=[O:12])=[O:13].[ClH:6]. Reactant: C([OH:3])C.[OH-].[Na+].[ClH:6].Cl.[NH2:8][CH2:9][CH2:10][S:11]([C:14]1[CH:23]=[C:22]([C:24]2[CH:29]=[CH:28][C:27]([OH:30])=[CH:26][CH:25]=2)[CH:21]=[C:20]2[C:15]=1[CH:16]=[CH:17][N:18]=[CH:19]2)(=[O:13])=[O:12].C.